This data is from Reaction yield outcomes from USPTO patents with 853,638 reactions. The task is: Predict the reaction yield, written as a fraction of the theoretical maximum amount of product (1.0 means a 100% yield; for example, 0.34 means a 34% yield). The reactants are CO[C:3](=[O:24])[C:4]1[CH:9]=[CH:8][C:7]([O:10][CH2:11][C:12]2[C:13]([C:18]3[CH:19]=[N:20][CH:21]=[CH:22][CH:23]=3)=[N:14][O:15][C:16]=2[CH3:17])=[N:6][CH:5]=1.COC(=O)C1C=CC(OCC2[C:37]([C:42]3[CH:47]=[CH:46]C=C(F)C=3)=[N:38]OC=2C)=NC=1. No catalyst specified. The product is [CH:42]1([CH2:37][NH:38][C:3](=[O:24])[C:4]2[CH:9]=[CH:8][C:7]([O:10][CH2:11][C:12]3[C:13]([C:18]4[CH:19]=[N:20][CH:21]=[CH:22][CH:23]=4)=[N:14][O:15][C:16]=3[CH3:17])=[N:6][CH:5]=2)[CH2:47][CH2:46]1. The yield is 0.670.